This data is from Peptide-MHC class I binding affinity with 185,985 pairs from IEDB/IMGT. The task is: Regression. Given a peptide amino acid sequence and an MHC pseudo amino acid sequence, predict their binding affinity value. This is MHC class I binding data. The peptide sequence is WMMWYWGPSL. The MHC is HLA-A31:01 with pseudo-sequence HLA-A31:01. The binding affinity (normalized) is 0.384.